Dataset: Catalyst prediction with 721,799 reactions and 888 catalyst types from USPTO. Task: Predict which catalyst facilitates the given reaction. (1) Reactant: [CH3:1][C:2]1[C:3]([N:8]2[CH2:13][CH2:12][CH:11]([C:14]([OH:16])=O)[CH2:10][CH2:9]2)=[N:4][CH:5]=[CH:6][CH:7]=1.C(Cl)(=O)C(Cl)=O.[CH3:23][C:24]1[CH:25]=[CH:26][C:27]2[NH:36][CH2:35][CH2:34][C:33]3[N:32]=[C:31]([N:37]4[CH2:42][CH2:41][O:40][CH2:39][CH2:38]4)[NH:30][C:29]=3[C:28]=2[CH:43]=1.C(N(CC)CC)C. Product: [CH3:23][C:24]1[CH:25]=[CH:26][C:27]2[N:36]([C:14]([CH:11]3[CH2:10][CH2:9][N:8]([C:3]4[C:2]([CH3:1])=[CH:7][CH:6]=[CH:5][N:4]=4)[CH2:13][CH2:12]3)=[O:16])[CH2:35][CH2:34][C:33]3[N:32]=[C:31]([N:37]4[CH2:38][CH2:39][O:40][CH2:41][CH2:42]4)[NH:30][C:29]=3[C:28]=2[CH:43]=1. The catalyst class is: 59. (2) Reactant: [CH:1]1([CH2:4][O:5][C:6]2[C:7]([OH:24])=[C:8]([C:14]3[CH:22]=[CH:21][CH:20]=[C:19]4[C:15]=3[CH2:16][CH2:17][C:18]4=[O:23])[CH:9]=[CH:10][C:11]=2[O:12][CH3:13])[CH2:3][CH2:2]1.C(=O)([O-])[O-].[K+].[K+].[CH2:31](Br)[CH:32]([CH3:34])[CH3:33]. Product: [CH:1]1([CH2:4][O:5][C:6]2[C:7]([O:24][CH2:31][CH:32]([CH3:34])[CH3:33])=[C:8]([C:14]3[CH:22]=[CH:21][CH:20]=[C:19]4[C:15]=3[CH2:16][CH2:17][C:18]4=[O:23])[CH:9]=[CH:10][C:11]=2[O:12][CH3:13])[CH2:3][CH2:2]1. The catalyst class is: 10. (3) Reactant: Br[C:2]1[S:6][C:5]([CH2:7][N:8]([CH3:16])[C:9](=[O:15])[O:10][C:11]([CH3:14])([CH3:13])[CH3:12])=[N:4][C:3]=1[C:17]1[C:18]([F:23])=[N:19][CH:20]=[CH:21][CH:22]=1.[SH:24][CH2:25][CH2:26][C:27]([O:29][CH2:30][CH:31]([CH2:36][CH3:37])[CH2:32][CH2:33][CH2:34][CH3:35])=[O:28].C(=O)([O-])[O-].[Cs+].[Cs+].O. Product: [C:11]([O:10][C:9]([N:8]([CH2:7][C:5]1[S:6][C:2]([S:24][CH2:25][CH2:26][C:27]([O:29][CH2:30][CH:31]([CH2:36][CH3:37])[CH2:32][CH2:33][CH2:34][CH3:35])=[O:28])=[C:3]([C:17]2[C:18]([F:23])=[N:19][CH:20]=[CH:21][CH:22]=2)[N:4]=1)[CH3:16])=[O:15])([CH3:14])([CH3:13])[CH3:12]. The catalyst class is: 101. (4) Reactant: [CH:1]1([Mg]Br)[CH2:3][CH2:2]1.[Cl:6][C:7]1[CH:12]=[CH:11][C:10]([C:13]2[N:14]=[C:15]([C:18]([CH3:26])([CH3:25])[C:19](N(OC)C)=[O:20])[S:16][CH:17]=2)=[CH:9][CH:8]=1. Product: [Cl:6][C:7]1[CH:12]=[CH:11][C:10]([C:13]2[N:14]=[C:15]([C:18]([CH3:26])([CH3:25])[C:19]([CH:1]3[CH2:3][CH2:2]3)=[O:20])[S:16][CH:17]=2)=[CH:9][CH:8]=1. The catalyst class is: 1. (5) Reactant: [Si](O[CH2:9][CH2:10][C:11]([OH:18])([C:16]#[CH:17])[C:12]([O:14]C)=[O:13])(C(C)(C)C)(C)C.[F-].C([N+](CCCC)(CCCC)CCCC)CCC. Product: [C:16]([C:11]1([OH:18])[CH2:10][CH2:9][O:14][C:12]1=[O:13])#[CH:17]. The catalyst class is: 56. (6) Reactant: CO[CH:3](OC)[N:4]([CH3:6])[CH3:5].[CH2:9]([O:11][C:12]([C:14]1[CH:15]=[CH:16][N:17]2[C:22]=1[C:21](=[O:23])[N:20]([CH2:24][C:25]1[CH:30]=[CH:29][CH:28]=[CH:27][CH:26]=1)[C:19]([CH3:31])=[N:18]2)=[O:13])C. Product: [CH3:9][O:11][C:12]([C:14]1[CH:15]=[CH:16][N:17]2[C:22]=1[C:21](=[O:23])[N:20]([CH2:24][C:25]1[CH:26]=[CH:27][CH:28]=[CH:29][CH:30]=1)[C:19]([CH:31]=[CH:3][N:4]([CH3:6])[CH3:5])=[N:18]2)=[O:13]. The catalyst class is: 3.